From a dataset of Reaction yield outcomes from USPTO patents with 853,638 reactions. Predict the reaction yield, written as a fraction of the theoretical maximum amount of product (1.0 means a 100% yield; for example, 0.34 means a 34% yield). (1) The product is [Br:27][C:21]1[CH:22]=[N:23][C:24]2[C:19]([CH:20]=1)=[CH:18][C:17]([CH:15]([C:12]1[N:10]3[N:11]=[C:6]([C:4](=[O:5])[CH3:29])[CH:7]=[CH:8][C:9]3=[N:14][N:13]=1)[CH3:16])=[CH:26][CH:25]=2. The catalyst is C1COCC1. The reactants are CON(C)[C:4]([C:6]1[CH:7]=[CH:8][C:9]2[N:10]([C:12]([CH:15]([C:17]3[CH:18]=[C:19]4[C:24](=[CH:25][CH:26]=3)[N:23]=[CH:22][C:21]([Br:27])=[CH:20]4)[CH3:16])=[N:13][N:14]=2)[N:11]=1)=[O:5].[CH3:29][Mg]I. The yield is 0.740. (2) The reactants are [CH:1]12[N:8]([C:9]([O:11][C:12]([CH3:15])([CH3:14])[CH3:13])=[O:10])[CH:5]([CH2:6][CH2:7]1)[CH2:4][NH:3][CH2:2]2.O.[O:17]1[CH2:19][CH:18]1[CH2:20][O:21][C:22]1[CH:29]=[CH:28][C:25]([C:26]#[N:27])=[CH:24][CH:23]=1. The catalyst is CC(O)C. The product is [C:26]([C:25]1[CH:28]=[CH:29][C:22]([O:21][CH2:20][CH:18]([OH:17])[CH2:19][N:3]2[CH2:4][CH:5]3[N:8]([C:9]([O:11][C:12]([CH3:15])([CH3:14])[CH3:13])=[O:10])[CH:1]([CH2:7][CH2:6]3)[CH2:2]2)=[CH:23][CH:24]=1)#[N:27]. The yield is 0.690. (3) The reactants are [CH3:1][C:2]1[CH:25]=[CH:24][C:5]([CH2:6][CH2:7][C:8]2[S:9][C:10]3[N:11]=[C:12]([NH2:23])[N:13]=[C:14]([N:17]4[CH2:22][CH2:21][NH:20][CH2:19][CH2:18]4)[C:15]=3[N:16]=2)=[CH:4][CH:3]=1.[CH3:26][O:27][C:28]1[CH:38]=[CH:37][C:31]([O:32][CH2:33][C:34](O)=[O:35])=[CH:30][CH:29]=1. No catalyst specified. The product is [NH2:23][C:12]1[N:13]=[C:14]([N:17]2[CH2:18][CH2:19][N:20]([C:34](=[O:35])[CH2:33][O:32][C:31]3[CH:37]=[CH:38][C:28]([O:27][CH3:26])=[CH:29][CH:30]=3)[CH2:21][CH2:22]2)[C:15]2[N:16]=[C:8]([CH2:7][CH2:6][C:5]3[CH:4]=[CH:3][C:2]([CH3:1])=[CH:25][CH:24]=3)[S:9][C:10]=2[N:11]=1. The yield is 0.680. (4) The reactants are O1CCCCC1[N:7]1[C:15]2[C:10](=[CH:11][C:12]([C:16]3[N:20]=[CH:19][N:18](C(C4C=CC=CC=4)(C4C=CC=CC=4)C4C=CC=CC=4)[N:17]=3)=[CH:13][CH:14]=2)[C:9]([C:40]2[CH:41]=[C:42]([NH2:46])[CH:43]=[CH:44][CH:45]=2)=[N:8]1.[CH3:47][C:48]1[CH:56]=[CH:55][C:51]([C:52](Cl)=[O:53])=[CH:50][CH:49]=1.O. The catalyst is N1C=CC=CC=1. The product is [NH:18]1[CH:19]=[N:20][C:16]([C:12]2[CH:11]=[C:10]3[C:15](=[CH:14][CH:13]=2)[NH:7][N:8]=[C:9]3[C:40]2[CH:41]=[C:42]([NH:46][C:52]([C:51]3[CH:55]=[CH:56][C:48]([CH3:47])=[CH:49][CH:50]=3)=[O:53])[CH:43]=[CH:44][CH:45]=2)=[N:17]1. The yield is 0.650. (5) The reactants are [NH:1]1[CH2:6][CH2:5][CH2:4][C@H:3]([NH:7]C(=O)OC(C)(C)C)[CH2:2]1.Br[C:16]1[C:17](=[O:24])[N:18]([CH3:23])[CH:19]=[C:20](Br)[N:21]=1.Cl[C:26]1[N:31]=[CH:30][C:29]2[CH:32]=[N:33][NH:34][C:28]=2[CH:27]=1.[CH3:35][N:36]1[CH:40]=[C:39](B2OC(C)(C)C(C)(C)O2)[CH:38]=[N:37]1. No catalyst specified. The product is [NH2:7][C@H:3]1[CH2:4][CH2:5][CH2:6][N:1]([C:16]2[C:17](=[O:24])[N:18]([CH3:23])[CH:19]=[C:20]([N:34]3[C:28]4[CH:27]=[C:26]([C:39]5[CH:38]=[N:37][N:36]([CH3:35])[CH:40]=5)[N:31]=[CH:30][C:29]=4[CH:32]=[N:33]3)[N:21]=2)[CH2:2]1. The yield is 0.181. (6) The reactants are C([N:8]1[CH2:20][CH2:19][C:11]2([O:16][C@H:15]([CH3:17])[CH2:14][C@@H:13]([CH3:18])[O:12]2)[C@H:10]([CH3:21])[CH2:9]1)C1C=CC=CC=1.[H][H]. The catalyst is CO.[OH-].[Pd+2].[OH-]. The product is [CH3:17][C@@H:15]1[CH2:14][C@@H:13]([CH3:18])[O:12][C:11]2([CH2:19][CH2:20][NH:8][CH2:9][C@H:10]2[CH3:21])[O:16]1. The yield is 0.940. (7) The reactants are Cl[C:2]1[C:7]2[N:8]=[C:9]([NH:12][C:13]3[CH:18]=[CH:17][C:16]([C:19]4[CH:20]=[N:21][N:22]([CH3:24])[CH:23]=4)=[CH:15][C:14]=3[O:25][CH2:26][CH3:27])[N:10]=[CH:11][C:6]=2[CH:5]=[CH:4][N:3]=1.[CH:28]1([CH2:31][NH2:32])[CH2:30][CH2:29]1. No catalyst specified. The product is [CH:28]1([CH2:31][NH:32][C:2]2[C:7]3[N:8]=[C:9]([NH:12][C:13]4[CH:18]=[CH:17][C:16]([C:19]5[CH:20]=[N:21][N:22]([CH3:24])[CH:23]=5)=[CH:15][C:14]=4[O:25][CH2:26][CH3:27])[N:10]=[CH:11][C:6]=3[CH:5]=[CH:4][N:3]=2)[CH2:30][CH2:29]1. The yield is 0.0500.